The task is: Predict the reactants needed to synthesize the given product.. This data is from Full USPTO retrosynthesis dataset with 1.9M reactions from patents (1976-2016). Given the product [CH2:21]([O:20][C:18]([C:17]1[CH:16]=[N:12][N:11]([C:7]2[CH:8]=[CH:9][CH:10]=[C:5]([S:2]([CH3:1])(=[O:4])=[O:3])[CH:6]=2)[C:23]=1[NH2:24])=[O:19])[CH3:22], predict the reactants needed to synthesize it. The reactants are: [CH3:1][S:2]([C:5]1[CH:6]=[C:7]([NH:11][NH2:12])[CH:8]=[CH:9][CH:10]=1)(=[O:4])=[O:3].C(O[CH:16]=[C:17]([C:23]#[N:24])[C:18]([O:20][CH2:21][CH3:22])=[O:19])C.